Dataset: Catalyst prediction with 721,799 reactions and 888 catalyst types from USPTO. Task: Predict which catalyst facilitates the given reaction. (1) Reactant: [F:1][C:2]1[C:10]([O:11][CH:12]([CH3:14])[CH3:13])=[CH:9][C:5]([C:6]([OH:8])=O)=[CH:4][C:3]=1[O:15][CH:16]([CH3:18])[CH3:17].CC[N:21]([CH:25]([CH3:27])[CH3:26])C(C)C.[CH2:28](P1(=O)OP(CCC)(=O)OP(CCC)(=O)O1)CC.ClC1C(OC(CC)CC)=[CH:54][C:50]([C:51]([OH:53])=[O:52])=[CH:49]C=1OCC. Product: [F:1][C:2]1[C:3]([O:15][CH:16]([CH3:18])[CH3:17])=[CH:4][C:5]([C:6]([NH:21][C:25]2[CH:26]=[CH:54][C:50]([C:51]([O:53][CH3:28])=[O:52])=[CH:49][CH:27]=2)=[O:8])=[CH:9][C:10]=1[O:11][CH:12]([CH3:14])[CH3:13]. The catalyst class is: 25. (2) Reactant: [CH:1]1([N:5]2[CH2:11][C:10]([F:13])([F:12])[C:9](=[O:14])[N:8]([CH3:15])[C:7]3[CH:16]=[N:17][C:18]([NH:20][C:21]4[CH:29]=[CH:28][C:24]([C:25](O)=[O:26])=[CH:23][CH:22]=4)=[N:19][C:6]2=3)[CH2:4][CH2:3][CH2:2]1.C(N(CC)CC)C.F[P-](F)(F)(F)(F)F.CN(C(N(C)C)=[N+]1C2C(=NC=CC=2)[N+]([O-])=N1)C.[CH3:61][C:62]([O:65][C:66]([N:68]1[CH2:73][CH2:72][CH:71]([NH2:74])[CH2:70][CH2:69]1)=[O:67])([CH3:64])[CH3:63]. Product: [C:62]([O:65][C:66]([N:68]1[CH2:73][CH2:72][CH:71]([NH:74][C:25](=[O:26])[C:24]2[CH:28]=[CH:29][C:21]([NH:20][C:18]3[N:17]=[CH:16][C:7]4[N:8]([CH3:15])[C:9](=[O:14])[C:10]([F:12])([F:13])[CH2:11][N:5]([CH:1]5[CH2:4][CH2:3][CH2:2]5)[C:6]=4[N:19]=3)=[CH:22][CH:23]=2)[CH2:70][CH2:69]1)=[O:67])([CH3:61])([CH3:63])[CH3:64]. The catalyst class is: 120. (3) Reactant: [Cl:1][C:2]1[C:3]([O:30][C@H:31]2[CH2:36][CH2:35][CH2:34][CH2:33][C@@H:32]2[C:37]2[N:41]([CH2:42][O:43][CH2:44][CH2:45][O:46][CH3:47])[N:40]=[CH:39][CH:38]=2)=[CH:4][C:5]([F:29])=[C:6]([S:8]([N:11](CC2C=CC(OC)=CC=2OC)[C:12]2[CH:17]=[CH:16][N:15]=[CH:14][N:13]=2)(=[O:10])=[O:9])[CH:7]=1.C([SiH](CC)CC)C.FC(F)(F)C(O)=O. Product: [Cl:1][C:2]1[C:3]([O:30][C@H:31]2[CH2:36][CH2:35][CH2:34][CH2:33][C@@H:32]2[C:37]2[N:41]([CH2:42][O:43][CH2:44][CH2:45][O:46][CH3:47])[N:40]=[CH:39][CH:38]=2)=[CH:4][C:5]([F:29])=[C:6]([S:8]([NH:11][C:12]2[CH:17]=[CH:16][N:15]=[CH:14][N:13]=2)(=[O:10])=[O:9])[CH:7]=1. The catalyst class is: 4. (4) Reactant: Cl.Cl.[CH3:3][C:4]1[CH:9]=[CH:8][CH:7]=[CH:6][C:5]=1[C:10]1[C:11]2[CH2:25][NH:24][CH2:23][CH2:22][C:12]=2[N:13]=[C:14]([C:16]2[CH:21]=[CH:20][CH:19]=[CH:18][CH:17]=2)[N:15]=1.C(N(CC)CC)C.[CH2:33]([C:35]1[CH:36]=[C:37]([N:41]=[C:42]=[O:43])[CH:38]=[CH:39][CH:40]=1)[CH3:34]. Product: [CH2:33]([C:35]1[CH:36]=[C:37]([NH:41][C:42]([N:24]2[CH2:23][CH2:22][C:12]3[N:13]=[C:14]([C:16]4[CH:21]=[CH:20][CH:19]=[CH:18][CH:17]=4)[N:15]=[C:10]([C:5]4[CH:6]=[CH:7][CH:8]=[CH:9][C:4]=4[CH3:3])[C:11]=3[CH2:25]2)=[O:43])[CH:38]=[CH:39][CH:40]=1)[CH3:34]. The catalyst class is: 2. (5) Reactant: [CH:1]1([N:5]2[CH2:10][CH2:9][N:8]([C:11]([C:13]3[CH:14]=[C:15]4[C:19](=[CH:20][CH:21]=3)[NH:18][C:17]([C:22]([N:24]3[CH2:29][CH2:28][C:27]([F:31])([F:30])[CH2:26][CH2:25]3)=[O:23])=[CH:16]4)=[O:12])[CH2:7][CH2:6]2)[CH2:4][CH2:3][CH2:2]1.[Cl:32][C:33]1[CH:38]=[CH:37][C:36](B(O)O)=[CH:35][CH:34]=1.N1C=CC=CC=1. Product: [Cl:32][C:33]1[CH:38]=[CH:37][C:36]([N:18]2[C:19]3[C:15](=[CH:14][C:13]([C:11]([N:8]4[CH2:7][CH2:6][N:5]([CH:1]5[CH2:2][CH2:3][CH2:4]5)[CH2:10][CH2:9]4)=[O:12])=[CH:21][CH:20]=3)[CH:16]=[C:17]2[C:22]([N:24]2[CH2:25][CH2:26][C:27]([F:30])([F:31])[CH2:28][CH2:29]2)=[O:23])=[CH:35][CH:34]=1. The catalyst class is: 221. (6) Reactant: C(N(CC)[P:4]([O:10][C:11]([CH3:14])([CH3:13])[CH3:12])[O:5][C:6]([CH3:9])([CH3:8])[CH3:7])C.[OH:17][CH2:18][CH2:19][O:20][CH2:21][CH2:22][O:23][CH2:24][CH2:25][NH:26][C:27](=[O:36])[O:28][CH2:29][C:30]1[CH:35]=[CH:34][CH:33]=[CH:32][CH:31]=1.CC1NN=NN=1.[OH:43]O. Product: [C:11]([O:10][P:4]([O:17][CH2:18][CH2:19][O:20][CH2:21][CH2:22][O:23][CH2:24][CH2:25][NH:26][C:27](=[O:36])[O:28][CH2:29][C:30]1[CH:31]=[CH:32][CH:33]=[CH:34][CH:35]=1)([O:5][C:6]([CH3:7])([CH3:8])[CH3:9])=[O:43])([CH3:12])([CH3:13])[CH3:14]. The catalyst class is: 1. (7) Product: [Br:1][C:2]1[S:6][C:5]2[C:7](=[O:9])[O:11][CH2:10][C:4]=2[CH:3]=1. Reactant: [Br:1][C:2]1[S:6][C:5]([C:7]([OH:9])=O)=[C:4]([CH2:10][OH:11])[CH:3]=1.Cl.CN(C)CCCN=C=NCC. The catalyst class is: 2. (8) Product: [C:20]1([C:3]2[C:4]([C:16]([O:18][CH3:19])=[O:17])=[CH:5][NH:6][C:2]=2[C:26]2[CH:31]=[CH:30][CH:29]=[CH:28][CH:27]=2)[CH:21]=[CH:22][CH:23]=[CH:24][CH:25]=1. Reactant: Br[C:2]1[N:6](S(C2C=CC=CC=2)(=O)=O)[CH:5]=[C:4]([C:16]([O:18][CH3:19])=[O:17])[C:3]=1[C:20]1[CH:25]=[CH:24][CH:23]=[CH:22][CH:21]=1.[C:26]1(B(O)O)[CH:31]=[CH:30][CH:29]=[CH:28][CH:27]=1.C(=O)([O-])[O-].[Na+].[Na+]. The catalyst class is: 73. (9) Reactant: [Cl:1][C:2]1[C:7]([Cl:8])=[C:6]([C:9]([OH:18])([C:14]([F:17])([F:16])[F:15])[C:10]([F:13])([F:12])[F:11])[CH:5]=[CH:4][C:3]=1[C:19]1[S:23][C:22]([C:24]2[N:28]=[C:27]([CH2:29][C:30]([CH3:36])([CH3:35])[C:31]([O:33]C)=[O:32])[O:26][N:25]=2)=[N:21][C:20]=1[C:37]([N:39]1[CH2:44][CH2:43][CH2:42][CH2:41][C@@H:40]1[CH3:45])=[O:38].O[Li].O. Product: [Cl:1][C:2]1[C:7]([Cl:8])=[C:6]([C:9]([OH:18])([C:14]([F:15])([F:16])[F:17])[C:10]([F:13])([F:12])[F:11])[CH:5]=[CH:4][C:3]=1[C:19]1[S:23][C:22]([C:24]2[N:28]=[C:27]([CH2:29][C:30]([CH3:36])([CH3:35])[C:31]([OH:33])=[O:32])[O:26][N:25]=2)=[N:21][C:20]=1[C:37]([N:39]1[CH2:44][CH2:43][CH2:42][CH2:41][C@@H:40]1[CH3:45])=[O:38]. The catalyst class is: 20. (10) Reactant: Br[CH2:2][CH2:3][CH3:4].[Cl:5][C:6]1[CH:7]=[CH:8][C:9]([OH:16])=[C:10]([CH:15]=1)[C:11]([O:13][CH3:14])=[O:12].C(=O)([O-])[O-].[K+].[K+]. Product: [Cl:5][C:6]1[CH:7]=[CH:8][C:9]([O:16][CH2:2][CH2:3][CH3:4])=[C:10]([CH:15]=1)[C:11]([O:13][CH3:14])=[O:12]. The catalyst class is: 10.